Dataset: Reaction yield outcomes from USPTO patents with 853,638 reactions. Task: Predict the reaction yield, written as a fraction of the theoretical maximum amount of product (1.0 means a 100% yield; for example, 0.34 means a 34% yield). (1) The reactants are [F:1][C:2]1[CH:3]=[C:4]([CH:6]=[CH:7][C:8]=1[N:9]1[CH2:14][CH2:13][N:12]([CH3:15])[CH2:11][CH2:10]1)[NH2:5].C[Al](C)C.N#N.[NH:22](/[C:26](/[CH3:32])=[CH:27]\[C:28](OC)=[O:29])[C:23]([CH3:25])=O. The catalyst is C(Cl)Cl. The product is [F:1][C:2]1[CH:3]=[C:4]([N:5]2[C:28](=[O:29])[CH:27]=[C:26]([CH3:32])[N:22]=[C:23]2[CH3:25])[CH:6]=[CH:7][C:8]=1[N:9]1[CH2:10][CH2:11][N:12]([CH3:15])[CH2:13][CH2:14]1. The yield is 0.680. (2) The reactants are C(Cl)(=O)C.[Cl:5][C:6]1[CH:26]=[CH:25][C:9]([O:10][CH2:11][C@H:12]2[CH2:17][CH2:16][CH2:15][N:14](C(OC(C)(C)C)=O)[CH2:13]2)=[CH:8][C:7]=1[C:27](=[O:45])[NH:28][C:29](=[O:44])[NH:30][C:31]1[S:32][C:33]2[CH:39]=[C:38]([S:40]([CH3:43])(=[O:42])=[O:41])[CH:37]=[CH:36][C:34]=2[N:35]=1. The catalyst is CO. The product is [Cl:5][C:6]1[CH:26]=[CH:25][C:9]([O:10][CH2:11][C@H:12]2[CH2:17][CH2:16][CH2:15][NH:14][CH2:13]2)=[CH:8][C:7]=1[C:27]([NH:28][C:29](=[O:44])[NH:30][C:31]1[S:32][C:33]2[CH:39]=[C:38]([S:40]([CH3:43])(=[O:42])=[O:41])[CH:37]=[CH:36][C:34]=2[N:35]=1)=[O:45]. The yield is 0.970. (3) The reactants are [CH3:1][N:2]1[C:6](=[O:7])[C:5]([CH:8]=O)=[C:4]([C:10]2[CH:15]=[CH:14][CH:13]=[CH:12][C:11]=2[C:16]([F:19])([F:18])[F:17])[NH:3]1. The catalyst is C(O)(=O)C. The product is [CH3:1][N:2]1[C:6]([OH:7])=[C:5]([CH3:8])[C:4]([C:10]2[CH:15]=[CH:14][CH:13]=[CH:12][C:11]=2[C:16]([F:17])([F:19])[F:18])=[N:3]1. The yield is 0.880. (4) The reactants are [OH:1][C:2]12[CH2:9][CH2:8][C:5]([C:10]([O:12][CH3:13])=[O:11])([CH2:6][CH2:7]1)[CH2:4][CH2:3]2.[CH2:14]([Li])CCC.IC. The catalyst is C1COCC1. The product is [CH3:14][O:1][C:2]12[CH2:3][CH2:4][C:5]([C:10]([O:12][CH3:13])=[O:11])([CH2:8][CH2:9]1)[CH2:6][CH2:7]2. The yield is 0.670. (5) The reactants are [CH3:1][O:2][C:3](=[O:23])[CH:4]([C:10]1[N:11]([CH3:22])[C:12](=[O:21])[C:13]2[C:18]([C:19]=1Br)=[CH:17][CH:16]=[CH:15][CH:14]=2)[O:5][C:6]([CH3:9])([CH3:8])[CH3:7].[CH:24]1[CH:29]=[CH:28]C(P([C:24]2[CH:29]=[CH:28]C=[CH:26][CH:25]=2)[C:24]2[CH:29]=[CH:28]C=[CH:26][CH:25]=2)=[CH:26][CH:25]=1.[C:43]([O-])([O-])=O.[Na+].[Na+].O1[CH2:54][CH2:53][O:52][CH2:51]C1.O. The catalyst is C1C=CC(P(C2C=CC=CC=2)[C-]2C=CC=C2)=CC=1.C1C=CC(P(C2C=CC=CC=2)[C-]2C=CC=C2)=CC=1.Cl[Pd]Cl.[Fe+2]. The product is [CH3:1][O:2][C:3](=[O:23])[CH:4]([O:5][C:6]([CH3:9])([CH3:8])[CH3:7])[C:10]1[N:11]([CH3:22])[C:12](=[O:21])[C:13]2[C:18]([C:19]=1[C:25]1[CH:26]=[C:54]([CH3:43])[C:53]([O:52][CH3:51])=[C:29]([CH3:28])[CH:24]=1)=[CH:17][CH:16]=[CH:15][CH:14]=2. The yield is 0.810. (6) The reactants are [F:1][C:2]1[CH:3]=[C:4]([CH:17]=[CH:18][C:19]=1[CH2:20][N:21]1[CH2:26][CH2:25][N:24]([CH3:27])[CH2:23][CH2:22]1)[O:5][CH:6]1[CH2:9][N:8](C(OC(C)(C)C)=O)[CH2:7]1.C(O)(C(F)(F)F)=O. The catalyst is C(Cl)Cl. The product is [NH:8]1[CH2:9][CH:6]([O:5][C:4]2[CH:17]=[CH:18][C:19]([CH2:20][N:21]3[CH2:22][CH2:23][N:24]([CH3:27])[CH2:25][CH2:26]3)=[C:2]([F:1])[CH:3]=2)[CH2:7]1. The yield is 0.320.